Dataset: Full USPTO retrosynthesis dataset with 1.9M reactions from patents (1976-2016). Task: Predict the reactants needed to synthesize the given product. (1) Given the product [CH3:12][C:11]1[C@H:5]2[CH2:4][CH2:3][C@H:2]([CH3:1])[C@H:6]2[C:7](=[O:8])[N:9]([C:13]2[CH:18]=[CH:17][CH:16]=[CH:15][CH:14]=2)[CH:10]=1, predict the reactants needed to synthesize it. The reactants are: [CH3:1][CH:2]1[CH:6]2[C:7]([NH:9][CH:10]=[C:11]([CH3:12])[CH:5]2[CH2:4][CH2:3]1)=[O:8].[C:13]1([Bi]([C:13]2[CH:18]=[CH:17][CH:16]=[CH:15][CH:14]=2)[C:13]2[CH:18]=[CH:17][CH:16]=[CH:15][CH:14]=2)[CH:18]=[CH:17][CH:16]=[CH:15][CH:14]=1.C(N(CC)CC)C. (2) Given the product [OH:8][CH2:9][C:10]1[CH:15]=[CH:14][C:13]([NH:16][C:17](=[O:23])[O:18][C:19]([CH3:21])([CH3:22])[CH3:20])=[C:12]([O:24][CH3:25])[CH:11]=1, predict the reactants needed to synthesize it. The reactants are: [Si]([O:8][CH2:9][C:10]1[CH:15]=[CH:14][C:13]([NH:16][C:17](=[O:23])[O:18][C:19]([CH3:22])([CH3:21])[CH3:20])=[C:12]([O:24][CH3:25])[CH:11]=1)(C(C)(C)C)(C)C.[F-].C([N+](CCCC)(CCCC)CCCC)CCC.C1COCC1. (3) Given the product [CH2:18]([C:20]1[CH:21]=[C:22]([NH:23][C:2]2[NH:7][C:6](=[O:8])[N:5]([CH2:9][CH:10]3[CH2:15][CH2:14][NH:13][CH2:12][CH2:11]3)[C:4](=[O:16])[CH:3]=2)[CH:24]=[CH:25][C:26]=1[CH3:27])[CH3:19], predict the reactants needed to synthesize it. The reactants are: Cl[C:2]1[NH:7][C:6](=[O:8])[N:5]([CH2:9][CH:10]2[CH2:15][CH2:14][NH:13][CH2:12][CH2:11]2)[C:4](=[O:16])[CH:3]=1.Cl.[CH2:18]([C:20]1[CH:21]=[C:22]([CH:24]=[CH:25][C:26]=1[CH3:27])[NH2:23])[CH3:19].C(N(CC)C(C)C)(C)C.